From a dataset of Full USPTO retrosynthesis dataset with 1.9M reactions from patents (1976-2016). Predict the reactants needed to synthesize the given product. (1) Given the product [Cl:1][C:2]1[CH:3]=[C:4](/[CH:17]=[CH:18]/[C:19]([N:21]2[CH2:22][CH2:23][N:24]([CH2:27][C:28]3[CH:33]=[CH:32][C:31]([CH2:34][CH2:35][O:36][C:37]4[CH:42]=[CH:41][C:40]([CH3:43])=[CH:39][CH:38]=4)=[CH:30][CH:29]=3)[CH2:25][CH2:26]2)=[O:20])[CH:5]=[C:6]([CH3:16])[C:7]=1[O:8][C:9]1[CH:14]=[CH:13][C:12]([O:15][CH2:49][C:48]2[CH:51]=[CH:52][C:45]([Cl:44])=[CH:46][CH:47]=2)=[CH:11][N:10]=1, predict the reactants needed to synthesize it. The reactants are: [Cl:1][C:2]1[CH:3]=[C:4](/[CH:17]=[CH:18]/[C:19]([N:21]2[CH2:26][CH2:25][N:24]([CH2:27][C:28]3[CH:33]=[CH:32][C:31]([CH2:34][CH2:35][O:36][C:37]4[CH:42]=[CH:41][C:40]([CH3:43])=[CH:39][CH:38]=4)=[CH:30][CH:29]=3)[CH2:23][CH2:22]2)=[O:20])[CH:5]=[C:6]([CH3:16])[C:7]=1[O:8][C:9]1[CH:14]=[CH:13][C:12]([OH:15])=[CH:11][N:10]=1.[Cl:44][C:45]1[CH:52]=[CH:51][C:48]([CH2:49]Cl)=[CH:47][CH:46]=1.[H-].[Na+]. (2) Given the product [NH2:2][CH2:1][C:3]1[CH:17]=[CH:16][C:6]([C:7]([NH:9][C:10]2[CH:11]=[N:12][CH:13]=[CH:14][CH:15]=2)=[O:8])=[C:5]([CH3:18])[CH:4]=1, predict the reactants needed to synthesize it. The reactants are: [C:1]([C:3]1[CH:17]=[CH:16][C:6]([C:7]([NH:9][C:10]2[CH:11]=[N:12][CH:13]=[CH:14][CH:15]=2)=[O:8])=[C:5]([CH3:18])[CH:4]=1)#[N:2].[CH]Cl.